Task: Predict the reactants needed to synthesize the given product.. Dataset: Full USPTO retrosynthesis dataset with 1.9M reactions from patents (1976-2016) (1) Given the product [CH2:1]([O:3][CH2:4][C:5]1[N:6]([N:18]=[C:21]([CH2:22][CH3:23])[CH2:20][CH3:19])[C:7]2[C:16]3[CH:15]=[CH:14][CH:13]=[CH:12][C:11]=3[N:10]=[CH:9][C:8]=2[N:17]=1)[CH3:2], predict the reactants needed to synthesize it. The reactants are: [CH2:1]([O:3][CH2:4][C:5]1[N:6]([NH2:18])[C:7]2[C:16]3[CH:15]=[CH:14][CH:13]=[CH:12][C:11]=3[N:10]=[CH:9][C:8]=2[N:17]=1)[CH3:2].[CH3:19][CH2:20][C:21](=O)[CH2:22][CH3:23].C(Cl)(Cl)Cl.CO. (2) Given the product [Cl:1][C:2]1[NH:6][C:5]([I:7])=[C:4]([N+:13]([O-:15])=[O:14])[N:3]=1, predict the reactants needed to synthesize it. The reactants are: [Cl:1][C:2]1[NH:3][CH:4]=[C:5]([I:7])[N:6]=1.S(=O)(=O)(O)O.[N+:13]([O-])([OH:15])=[O:14]. (3) Given the product [CH3:24][CH:23]([CH3:25])[CH2:22][C@H:21]([NH:26][C:27]([C:29]1[O:30][C:31]2[CH:37]=[CH:36][CH:35]=[CH:34][C:32]=2[CH:33]=1)=[O:28])[C:19](=[O:20])[NH:18][C@H:17]1[CH2:16][CH2:15][N:14]([CH3:38])[N:13]([C:39]([C:41]2[CH:46]=[CH:45][CH:44]=[CH:43][N:42]=2)=[O:40])[CH2:12][C:11]1=[O:10], predict the reactants needed to synthesize it. The reactants are: C(Cl)(=O)C(Cl)=O.C(Cl)Cl.[OH:10][CH:11]1[CH:17]([NH:18][C:19]([CH:21]([NH:26][C:27]([C:29]2[O:30][C:31]3[CH:37]=[CH:36][CH:35]=[CH:34][C:32]=3[CH:33]=2)=[O:28])[CH2:22][CH:23]([CH3:25])[CH3:24])=[O:20])[CH2:16][CH2:15][N:14]([CH3:38])[N:13]([C:39]([C:41]2[CH:46]=[CH:45][CH:44]=[CH:43][N:42]=2)=[O:40])[CH2:12]1. (4) Given the product [F:21][C:22]1([F:30])[CH2:27][CH2:26][CH:25]([CH2:28][NH:29][C:18]([C:7]2[C:8]3[C:13](=[CH:12][CH:11]=[CH:10][C:9]=3[C:14]([F:17])([F:16])[F:15])[N:5]([CH2:4][CH2:3][O:2][CH3:1])[CH:6]=2)=[O:20])[CH2:24][CH2:23]1, predict the reactants needed to synthesize it. The reactants are: [CH3:1][O:2][CH2:3][CH2:4][N:5]1[C:13]2[C:8](=[C:9]([C:14]([F:17])([F:16])[F:15])[CH:10]=[CH:11][CH:12]=2)[C:7]([C:18]([OH:20])=O)=[CH:6]1.[F:21][C:22]1([F:30])[CH2:27][CH2:26][CH:25]([CH2:28][NH2:29])[CH2:24][CH2:23]1.C1C=CC2N(O)N=NC=2C=1.CCN=C=NCCCN(C)C.CCN(CC)CC. (5) Given the product [Cl:7][C:8]1[C:15]([CH3:16])=[C:14]([NH:19][C@H:20]([C@H:21]([OH:22])[CH3:23])[C:24]([OH:26])=[O:25])[CH:13]=[CH:12][C:9]=1[C:10]#[N:11], predict the reactants needed to synthesize it. The reactants are: C([O-])([O-])=O.[K+].[K+].[Cl:7][C:8]1[C:15]([CH2:16]C)=[C:14](F)[CH:13]=[CH:12][C:9]=1[C:10]#[N:11].[NH2:19][C@@H:20]([C:24]([OH:26])=[O:25])[C@@H:21]([CH3:23])[OH:22].O. (6) Given the product [CH:53]1[C:85]2[C:86](=[CH:87][CH:82]=[CH:83][CH:84]=2)[CH:88]=[CH:52][C:51]=1[CH2:50][C@H:49]([NH:48][C:47]([C:22]1[CH:27]=[CH:28][CH:29]=[C:20]2[C:21]=1[N:31]=[CH:30][CH:18]=[CH:19]2)=[O:65])[C:54](=[O:64])[NH:55][CH:56]1[CH2:62][CH2:61][CH2:60][N:59]([S:7]([C:1]2[CH:2]=[CH:3][CH:4]=[CH:5][N:66]=2)(=[O:9])=[O:8])[CH2:58][C:57]1=[O:63], predict the reactants needed to synthesize it. The reactants are: [C:1]1([S:7](Cl)(=[O:9])=[O:8])C=[CH:5][CH:4]=[CH:3][CH:2]=1.C(OC(=O)N[C@H:18]([C:30](=O)[NH:31]C1CCCNCC1O)[CH2:19][C:20]1[CH:29]=[CH:28][C:27]2[C:22](=CC=CC=2)[CH:21]=1)(C)(C)C.C(O[C:47](=[O:65])[NH:48][C@H:49]([C:54](=[O:64])[NH:55][CH:56]1[CH2:62][CH2:61][CH2:60][NH:59][CH2:58][CH:57]1[OH:63])[CH2:50][CH:51]([CH3:53])[CH3:52])(C)(C)C.[N:66]1C2C(=CC=CC=2C(O)=O)C=CC=1.O1[C:83]2[CH:84]=[CH:85][C:86]([C:88](O)=O)=[CH:87][C:82]=2OC1. (7) Given the product [CH2:1]([NH:8][C:9]1[CH:14]=[C:13]([C:26]2[CH:25]=[CH:24][CH:23]=[C:22]([C:19](=[O:21])[CH3:20])[CH:27]=2)[CH:12]=[CH:11][C:10]=1[N+:16]([O-:18])=[O:17])[C:2]1[CH:7]=[CH:6][CH:5]=[CH:4][CH:3]=1, predict the reactants needed to synthesize it. The reactants are: [CH2:1]([NH:8][C:9]1[CH:14]=[C:13](Br)[CH:12]=[CH:11][C:10]=1[N+:16]([O-:18])=[O:17])[C:2]1[CH:7]=[CH:6][CH:5]=[CH:4][CH:3]=1.[C:19]([C:22]1[CH:23]=[C:24](B(O)O)[CH:25]=[CH:26][CH:27]=1)(=[O:21])[CH3:20].C([O-])([O-])=O.[K+].[K+]. (8) Given the product [CH3:22][C:21]1[CH:20]=[CH:19][CH:18]=[C:17]([CH3:23])[C:16]=1[CH2:15][O:14][C:10]1[CH:9]=[C:8]([CH:3]([CH3:1])[C:4]([OH:6])=[O:5])[CH:13]=[CH:12][CH:11]=1, predict the reactants needed to synthesize it. The reactants are: [CH2:1]([C:3]([C:8]1[CH:13]=[CH:12][CH:11]=[C:10]([O:14][CH2:15][C:16]2[C:21]([CH3:22])=[CH:20][CH:19]=[CH:18][C:17]=2[CH3:23])[CH:9]=1)(C)[C:4]([O-:6])=[O:5])C.[OH-].[Na+].